This data is from Full USPTO retrosynthesis dataset with 1.9M reactions from patents (1976-2016). The task is: Predict the reactants needed to synthesize the given product. (1) Given the product [F:1][C:2]1[CH:3]=[CH:4][C:5]([N+:9]([O-:11])=[O:10])=[C:6]([O:8][CH3:14])[CH:7]=1, predict the reactants needed to synthesize it. The reactants are: [F:1][C:2]1[CH:3]=[CH:4][C:5]([N+:9]([O-:11])=[O:10])=[C:6]([OH:8])[CH:7]=1.IC.[C:14](=O)([O-])[O-].[K+].[K+]. (2) Given the product [Cl:12][C:3]1[C:4]([Cl:11])=[N:5][CH:6]=[C:7]([C:2]=1[NH:13][C:14]1[CH:15]=[C:16]([CH3:20])[CH:17]=[CH:18][CH:19]=1)[C:8]([OH:10])=[O:9], predict the reactants needed to synthesize it. The reactants are: Cl[C:2]1[C:7]([C:8]([OH:10])=[O:9])=[CH:6][N:5]=[C:4]([Cl:11])[C:3]=1[Cl:12].[NH2:13][C:14]1[CH:19]=[CH:18][CH:17]=[C:16]([CH3:20])[CH:15]=1. (3) Given the product [C:1]([C:5]1[CH:9]=[C:8]([CH2:10][NH:11][C:38]([NH:37][C:34]2[CH:35]=[N:36][C:31]([NH:30][CH2:29][CH2:28][O:27][CH3:26])=[CH:32][CH:33]=2)=[O:39])[N:7]([C:12]2[CH:17]=[CH:16][CH:15]=[C:14]([Cl:18])[CH:13]=2)[N:6]=1)([CH3:4])([CH3:2])[CH3:3], predict the reactants needed to synthesize it. The reactants are: [C:1]([C:5]1[CH:9]=[C:8]([CH2:10][NH2:11])[N:7]([C:12]2[CH:17]=[CH:16][CH:15]=[C:14]([Cl:18])[CH:13]=2)[N:6]=1)([CH3:4])([CH3:3])[CH3:2].C(N(CC)CC)C.[CH3:26][O:27][CH2:28][CH2:29][NH:30][C:31]1[N:36]=[CH:35][C:34]([NH:37][C:38](=O)[O:39]C2C=CC=CC=2)=[CH:33][CH:32]=1. (4) Given the product [CH3:1][O:2][C:3]1[CH:8]=[CH:7][C:6]([C:9]2[C:10]([C:12]3[CH:17]=[CH:16][C:15]([O:18][CH3:19])=[CH:14][CH:13]=3)=[N:21][C:22]3[C:29](=[CH:28][CH:27]=[C:24]([C:25]#[N:26])[CH:23]=3)[N:30]=2)=[CH:5][CH:4]=1, predict the reactants needed to synthesize it. The reactants are: [CH3:1][O:2][C:3]1[CH:8]=[CH:7][C:6]([C:9](=O)[C:10]([C:12]2[CH:17]=[CH:16][C:15]([O:18][CH3:19])=[CH:14][CH:13]=2)=O)=[CH:5][CH:4]=1.[NH2:21][C:22]1[CH:23]=[C:24]([CH:27]=[CH:28][C:29]=1[NH2:30])[C:25]#[N:26]. (5) Given the product [CH2:1]([O:3][C:4]([C:6]1([C:9]2[CH:10]=[CH:11][C:12]([C:15]3[CH:20]=[CH:19][C:18]([C:21]4[O:25][N:24]=[C:23]([CH3:26])[C:22]=4[CH2:27][N:32]4[CH:31]=[C:30]([Br:29])[CH:34]=[N:33]4)=[CH:17][CH:16]=3)=[CH:13][CH:14]=2)[CH2:7][CH2:8]1)=[O:5])[CH3:2], predict the reactants needed to synthesize it. The reactants are: [CH2:1]([O:3][C:4]([C:6]1([C:9]2[CH:14]=[CH:13][C:12]([C:15]3[CH:20]=[CH:19][C:18]([C:21]4[O:25][N:24]=[C:23]([CH3:26])[C:22]=4[CH2:27]Br)=[CH:17][CH:16]=3)=[CH:11][CH:10]=2)[CH2:8][CH2:7]1)=[O:5])[CH3:2].[Br:29][C:30]1[CH:31]=[N:32][NH:33][CH:34]=1. (6) Given the product [CH3:22][N:19]1[CH2:20][CH2:21][CH:16]([O:15][CH:8]([C:9]2[CH:14]=[CH:13][CH:12]=[CH:11][N:10]=2)[C:4]2[CH:3]=[C:2]([C:28]#[C:27][CH2:26][CH2:25][CH2:24][CH2:23][N:29]3[C:33](=[O:34])[C:32]4[C:31](=[CH:38][CH:37]=[CH:36][CH:35]=4)[C:30]3=[O:39])[CH:7]=[CH:6][CH:5]=2)[CH2:17][CH2:18]1, predict the reactants needed to synthesize it. The reactants are: I[C:2]1[CH:3]=[C:4]([CH:8]([O:15][CH:16]2[CH2:21][CH2:20][N:19]([CH3:22])[CH2:18][CH2:17]2)[C:9]2[CH:14]=[CH:13][CH:12]=[CH:11][N:10]=2)[CH:5]=[CH:6][CH:7]=1.[CH2:23]([N:29]1[C:33](=[O:34])[C:32]2=[CH:35][CH:36]=[CH:37][CH:38]=[C:31]2[C:30]1=[O:39])[CH2:24][CH2:25][CH2:26][C:27]#[CH:28].C(N(CC)CC)C.